Task: Predict the reaction yield, written as a fraction of the theoretical maximum amount of product (1.0 means a 100% yield; for example, 0.34 means a 34% yield).. Dataset: Reaction yield outcomes from USPTO patents with 853,638 reactions (1) The reactants are [N:1]12[CH2:8][CH2:7][CH:4]([CH2:5][CH2:6]1)[C@@H:3]([O:9][C:10](=[O:31])[N:11]([CH2:19][CH2:20][C:21]1[CH:26]=[CH:25][C:24]([O:27][CH3:28])=[C:23]([O:29][CH3:30])[CH:22]=1)[CH2:12][C:13]1[O:14][C:15]([CH3:18])=[CH:16][CH:17]=1)[CH2:2]2.[CH2:32]([Br:35])[CH:33]=[CH2:34]. The catalyst is C(Cl)(Cl)Cl.C(#N)C. The product is [Br-:35].[CH2:34]([N+:1]12[CH2:6][CH2:5][CH:4]([CH2:7][CH2:8]1)[C@@H:3]([O:9][C:10](=[O:31])[N:11]([CH2:19][CH2:20][C:21]1[CH:26]=[CH:25][C:24]([O:27][CH3:28])=[C:23]([O:29][CH3:30])[CH:22]=1)[CH2:12][C:13]1[O:14][C:15]([CH3:18])=[CH:16][CH:17]=1)[CH2:2]2)[CH:33]=[CH2:32]. The yield is 0.948. (2) The reactants are [F:1][C:2]1[C:10]([O:11][C:12]2[C:21]3[C:16](=[CH:17][C:18]([O:29][CH3:30])=[C:19]([O:22][CH:23]4[CH2:28][CH2:27][NH:26][CH2:25][CH2:24]4)[CH:20]=3)[N:15]=[CH:14][N:13]=2)=[CH:9][CH:8]=[C:7]2[C:3]=1[CH:4]=[CH:5][NH:6]2.C(N(C(C)C)CC)(C)C.[CH3:40][S:41](Cl)(=[O:43])=[O:42]. The catalyst is ClCCl. The product is [F:1][C:2]1[C:10]([O:11][C:12]2[C:21]3[C:16](=[CH:17][C:18]([O:29][CH3:30])=[C:19]([O:22][CH:23]4[CH2:24][CH2:25][N:26]([S:41]([CH3:40])(=[O:43])=[O:42])[CH2:27][CH2:28]4)[CH:20]=3)[N:15]=[CH:14][N:13]=2)=[CH:9][CH:8]=[C:7]2[C:3]=1[CH:4]=[CH:5][NH:6]2. The yield is 0.660. (3) The reactants are [N:1]12[CH2:8][CH2:7][CH:4]([CH2:5][CH2:6]1)[C@@H:3]([OH:9])[CH2:2]2.[H-].[Na+].[N:12]([C:15]([C:18]1[CH:23]=[CH:22][CH:21]=[C:20]([C:24]([CH3:26])=[CH2:25])[CH:19]=1)([CH3:17])[CH3:16])=[C:13]=[O:14]. The catalyst is C1COCC1. The product is [CH2:25]=[C:24]([C:20]1[CH:19]=[C:18]([C:15]([NH:12][C:13](=[O:14])[O:9][C@@H:3]2[CH:4]3[CH2:7][CH2:8][N:1]([CH2:6][CH2:5]3)[CH2:2]2)([CH3:17])[CH3:16])[CH:23]=[CH:22][CH:21]=1)[CH3:26]. The yield is 0.950. (4) The reactants are [Br:1][C:2]1[CH:13]=[C:6]2[C:7]([O:9]C(=O)[NH:11][C:5]2=[CH:4][CH:3]=1)=O.Cl.[NH2:15][CH:16]1[CH2:21][CH2:20][C:19](=[O:22])[NH:18][C:17]1=[O:23].C(N(CC)CC)C.C(O)(=O)C. The catalyst is C(#N)C. The product is [NH2:11][C:5]1[CH:4]=[CH:3][C:2]([Br:1])=[CH:13][C:6]=1[C:7]([NH:15][CH:16]1[CH2:21][CH2:20][C:19](=[O:22])[NH:18][C:17]1=[O:23])=[O:9]. The yield is 0.720. (5) The reactants are [CH2:1]([N:3]([CH2:36][CH3:37])[CH2:4][CH2:5][CH2:6][NH:7][C:8]1[N:9]=[C:10]([C:27]2[CH:35]=[CH:34][C:30]([C:31](O)=[O:32])=[CH:29][CH:28]=2)[C:11]2[CH:17]=[CH:16][C:15](=[O:18])[N:14]([C:19]3[C:24]([F:25])=[CH:23][CH:22]=[CH:21][C:20]=3[F:26])[C:12]=2[N:13]=1)[CH3:2].CN(C(O[N:46]1N=N[C:48]2[CH:49]=CC=C[C:47]1=2)=[N+](C)C)C.F[P-](F)(F)(F)(F)F.C(N(CC)CC)C.C(N)CC. The catalyst is CN(C=O)C. The product is [CH2:36]([N:3]([CH2:1][CH3:2])[CH2:4][CH2:5][CH2:6][NH:7][C:8]1[N:9]=[C:10]([C:27]2[CH:35]=[CH:34][C:30]([C:31]([NH:46][CH2:47][CH2:48][CH3:49])=[O:32])=[CH:29][CH:28]=2)[C:11]2[CH:17]=[CH:16][C:15](=[O:18])[N:14]([C:19]3[C:20]([F:26])=[CH:21][CH:22]=[CH:23][C:24]=3[F:25])[C:12]=2[N:13]=1)[CH3:37]. The yield is 0.530. (6) The reactants are C(O[BH-](OC(=O)C)OC(=O)C)(=O)C.[Na+].[C:15]1([C:21]2([CH:31]=O)[CH2:30][CH2:29][C:24]3([O:28][CH2:27][CH2:26][O:25]3)[CH2:23][CH2:22]2)[CH:20]=[CH:19][CH:18]=[CH:17][CH:16]=1.[F:33][C:34]([F:48])([F:47])[C:35]1[CH:36]=[C:37]([CH2:45][NH2:46])[CH:38]=[C:39]([C:41]([F:44])([F:43])[F:42])[CH:40]=1.C(=O)([O-])O.[Na+]. The catalyst is ClC(Cl)C. The product is [C:15]1([C:21]2([CH2:31][NH:46][CH2:45][C:37]3[CH:38]=[C:39]([C:41]([F:42])([F:43])[F:44])[CH:40]=[C:35]([C:34]([F:33])([F:47])[F:48])[CH:36]=3)[CH2:30][CH2:29][C:24]3([O:25][CH2:26][CH2:27][O:28]3)[CH2:23][CH2:22]2)[CH:20]=[CH:19][CH:18]=[CH:17][CH:16]=1. The yield is 0.470. (7) The reactants are [CH3:1][C:2]1[C:16](=[O:17])[N:15]=[C:14]2[N:4]([C@@H:5]3[O:9][C@H:8]([CH2:10][OH:11])[C@@H:7]([OH:12])[C@@H:6]3[O:13]2)[CH:3]=1.[CH3:18][O:19][CH2:20][CH2:21][O:22]B([O:22][CH2:21][CH2:20][O:19][CH3:18])[O:22][CH2:21][CH2:20][O:19][CH3:18]. The catalyst is COCCO. The product is [CH3:18][O:19][CH2:20][CH2:21][O:22][C@@H:6]1[C@H:7]([OH:12])[C@@H:8]([CH2:10][OH:11])[O:9][C@H:5]1[N:4]1[CH:3]=[C:2]([CH3:1])[C:16](=[O:17])[NH:15][C:14]1=[O:13]. The yield is 0.630. (8) The reactants are C(OC(=O)C)(=O)C.[CH:8]([OH:10])=O.[NH2:11][C:12]1[CH:17]=[CH:16][C:15]([C:18]#[C:19][C:20]2[N:21]([CH2:33][CH3:34])[C:22]3[C:27]([C:28]=2[C:29]#[N:30])=[CH:26][CH:25]=[C:24]([O:31][CH3:32])[CH:23]=3)=[CH:14][CH:13]=1.C(OC=O)(=O)C. The catalyst is C1COCC1. The product is [C:29]([C:28]1[C:27]2[C:22](=[CH:23][C:24]([O:31][CH3:32])=[CH:25][CH:26]=2)[N:21]([CH2:33][CH3:34])[C:20]=1[C:19]#[C:18][C:15]1[CH:16]=[CH:17][C:12]([NH:11][CH:8]=[O:10])=[CH:13][CH:14]=1)#[N:30]. The yield is 0.960. (9) The reactants are [Cl:1][C:2]1[CH:30]=[CH:29][C:5]([CH2:6][O:7][C:8]2[C:9]([O:25][CH2:26][CH2:27][F:28])=[C:10]([CH:14]([C:16]3[C:24]4[C:19](=[N:20][CH:21]=[CH:22][CH:23]=4)[NH:18][CH:17]=3)[OH:15])[CH:11]=[CH:12][CH:13]=2)=[C:4]([F:31])[CH:3]=1.CC(OI1(OC(C)=O)(OC(C)=O)OC(=O)C2C=CC=CC1=2)=O. The catalyst is O1CCCC1. The product is [Cl:1][C:2]1[CH:30]=[CH:29][C:5]([CH2:6][O:7][C:8]2[C:9]([O:25][CH2:26][CH2:27][F:28])=[C:10]([C:14]([C:16]3[C:24]4[C:19](=[N:20][CH:21]=[CH:22][CH:23]=4)[NH:18][CH:17]=3)=[O:15])[CH:11]=[CH:12][CH:13]=2)=[C:4]([F:31])[CH:3]=1. The yield is 0.200.